From a dataset of Experimental lipophilicity measurements (octanol/water distribution) for 4,200 compounds from AstraZeneca. Regression/Classification. Given a drug SMILES string, predict its absorption, distribution, metabolism, or excretion properties. Task type varies by dataset: regression for continuous measurements (e.g., permeability, clearance, half-life) or binary classification for categorical outcomes (e.g., BBB penetration, CYP inhibition). For this dataset (lipophilicity_astrazeneca), we predict Y. (1) The compound is NC1=NN(c2cccc(C(F)(F)F)c2)CC1. The Y is 2.55 logD. (2) The molecule is C#CCN(C)C(C)Cc1ccccc1. The Y is 2.16 logD. (3) The compound is COC(=O)COc1ccc(O)cc1. The Y is 0.920 logD. (4) The drug is O=C(O)COc1ccc(C(=O)c2cccs2)c(Cl)c1Cl. The Y is -0.840 logD. (5) The drug is CCOc1cc2nnc(C(N)=O)c(Nc3cc(C)ccc3F)c2cc1N1CCN(C)CC1. The Y is 3.02 logD. (6) The drug is CC(=O)c1ccc2c(c1)N(CCN1CCC(NCc3ccc4c(n3)NC(=O)CO4)CC1)C(=O)CO2. The Y is 0.370 logD. (7) The drug is COc1cc2ncnc(Nc3ccc(Cl)c(O)c3)c2cc1OC. The Y is 3.30 logD. (8) The drug is CCNC(=O)c1cc2c(-n3ccc(C(F)(F)F)n3)c(-c3cncc(C(=O)O)c3)cnc2[nH]1. The Y is -0.990 logD. (9) The molecule is CN(C)c1ccccc1S(=O)(=O)NC(=O)N1CCC(N2CCC(Oc3ccc(Cl)c(Cl)c3)CC2)CC1. The Y is 1.74 logD.